From a dataset of Catalyst prediction with 721,799 reactions and 888 catalyst types from USPTO. Predict which catalyst facilitates the given reaction. (1) Reactant: [F:8][C:7]([F:10])([F:9])[C:6](O[C:6](=[O:11])[C:7]([F:10])([F:9])[F:8])=[O:11].Cl.[CH3:15][O:16][C:17]1[CH:18]=[CH:19][CH:20]=[C:21]2[C:26]=1[CH2:25][C@@H:24]([NH2:27])[CH2:23][CH2:22]2.N1C=CC=CC=1. Product: [F:10][C:7]([F:8])([F:9])[C:6]([NH:27][C@H:24]1[CH2:23][CH2:22][C:21]2[C:26](=[C:17]([O:16][CH3:15])[CH:18]=[CH:19][CH:20]=2)[CH2:25]1)=[O:11]. The catalyst class is: 4. (2) Reactant: [OH-].[Na+].F[C:4]1[CH:9]=[C:8]([C:10]2[C:15]([CH3:16])=[CH:14][N:13]=[C:12]([O:17][CH3:18])[C:11]=2[CH3:19])[C:7]([F:20])=[CH:6][C:5]=1[C:21]1[N:25]([C@H:26]2[CH2:30][CH2:29][O:28][CH2:27]2)[N:24]=[CH:23][C:22]=1[C:31]([NH2:33])=[O:32].O.C(O)(=O)C. Product: [F:20][C:7]1[C:8]([C:10]2[C:15]([CH3:16])=[CH:14][N:13]=[C:12]([O:17][CH3:18])[C:11]=2[CH3:19])=[CH:9][C:4]2[NH:33][C:31](=[O:32])[C:22]3[CH:23]=[N:24][N:25]([C@H:26]4[CH2:30][CH2:29][O:28][CH2:27]4)[C:21]=3[C:5]=2[CH:6]=1. The catalyst class is: 16. (3) The catalyst class is: 161. Product: [NH2:1][C@@H:4]([C@@H:40]([C:47]1[CH:52]=[CH:51][C:50]([O:53][CH3:54])=[C:49]([Cl:55])[CH:48]=1)[C:41]1[CH:42]=[CH:43][CH:44]=[CH:45][CH:46]=1)[C:5]([NH:7][C:8]1[CH:38]=[CH:37][CH:36]=[C:35]([F:39])[C:9]=1[CH2:10][CH2:11][C@H:12]1[O:17][CH2:16][C@@H:15]([CH2:18][O:19][C:20](=[O:27])[NH:21][CH2:22][C:23]([F:26])([F:25])[F:24])[N:14]([C:28]([O:30][C:31]([CH3:33])([CH3:34])[CH3:32])=[O:29])[CH2:13]1)=[O:6]. Reactant: [N:1]([C@@H:4]([C@@H:40]([C:47]1[CH:52]=[CH:51][C:50]([O:53][CH3:54])=[C:49]([Cl:55])[CH:48]=1)[C:41]1[CH:46]=[CH:45][CH:44]=[CH:43][CH:42]=1)[C:5]([NH:7][C:8]1[CH:38]=[CH:37][CH:36]=[C:35]([F:39])[C:9]=1[CH2:10][CH2:11][C@H:12]1[O:17][CH2:16][C@@H:15]([CH2:18][O:19][C:20](=[O:27])[NH:21][CH2:22][C:23]([F:26])([F:25])[F:24])[N:14]([C:28]([O:30][C:31]([CH3:34])([CH3:33])[CH3:32])=[O:29])[CH2:13]1)=[O:6])=[N+]=[N-].CP(C)C. (4) Product: [C:5]12([C:15]([C:17]3[C:22]([OH:23])=[CH:21][C:20]([OH:25])=[CH:19][C:18]=3[Cl:27])=[O:16])[CH2:6][CH:7]3[CH2:8][CH:9]([CH2:10][CH:11]([CH2:13]3)[CH2:12]1)[CH2:14]2. Reactant: B(Br)(Br)Br.[C:5]12([C:15]([C:17]3[C:22]([O:23]C)=[CH:21][C:20]([O:25]C)=[CH:19][C:18]=3[Cl:27])=[O:16])[CH2:14][CH:9]3[CH2:10][CH:11]([CH2:13][CH:7]([CH2:8]3)[CH2:6]1)[CH2:12]2.O. The catalyst class is: 2. (5) Reactant: Cl.[N+:2]([C:5]1[CH:6]=[C:7]([NH:11][NH2:12])[CH:8]=[CH:9][CH:10]=1)([O-:4])=[O:3].[CH2:13]([O:15][C:16](=[O:20])[C:17](=O)[CH3:18])[CH3:14]. Product: [N+:2]([C:5]1[CH:6]=[C:7]([NH:11]/[N:12]=[C:17](\[CH3:18])/[C:16]([O:15][CH2:13][CH3:14])=[O:20])[CH:8]=[CH:9][CH:10]=1)([O-:4])=[O:3]. The catalyst class is: 8. (6) The catalyst class is: 115. Product: [CH2:38]([O:37][C:33]([C:34]1[O:7][N:6]=[C:5]([C:4]2[CH:8]=[CH:9][C:10]([N+:11]([O-:13])=[O:12])=[C:2]([F:1])[CH:3]=2)[CH:35]=1)=[O:36])[CH3:39]. Reactant: [F:1][C:2]1[CH:3]=[C:4]([CH:8]=[CH:9][C:10]=1[N+:11]([O-:13])=[O:12])[CH:5]=[N:6][OH:7].OC1C(OS(C2C=CC(C)=CC=2)(=O)=O)=C(I)C=CC=1.[C:33]([O:37][CH2:38][CH3:39])(=[O:36])[C:34]#[CH:35].